Dataset: Forward reaction prediction with 1.9M reactions from USPTO patents (1976-2016). Task: Predict the product of the given reaction. (1) Given the reactants [Br:1][C:2]1[CH:11]=[CH:10][C:9]2[C:8]3[C:12]4[N:19](C(OC(C)(C)C)=O)[CH2:18][C@@H:17]([CH3:27])[N:16](C(OC(C)(C)C)=O)[C:15](=[O:35])[C:13]=4[S:14][C:7]=3[CH:6]=[CH:5][C:4]=2[N:3]=1.FC(F)(F)C(O)=O, predict the reaction product. The product is: [Br:1][C:2]1[CH:11]=[CH:10][C:9]2[C:8]3[C:12]4[NH:19][CH2:18][C@@H:17]([CH3:27])[NH:16][C:15](=[O:35])[C:13]=4[S:14][C:7]=3[CH:6]=[CH:5][C:4]=2[N:3]=1. (2) Given the reactants [F:1][C:2]1[CH:7]=[C:6]([O:8][CH3:9])[CH:5]=[CH:4][C:3]=1[CH:10]([O:12][C:13](=[O:28])[NH:14][C:15]1[C:16]([CH3:27])=[N:17][O:18][C:19]=1[C:20]1[CH:25]=[CH:24][C:23](Br)=[CH:22][CH:21]=1)[CH3:11].[CH2:29]([O:31][C:32](=[O:49])[CH2:33][C:34]1[CH:39]=[CH:38][C:37](B2OC(C)(C)C(C)(C)O2)=[CH:36][CH:35]=1)[CH3:30], predict the reaction product. The product is: [CH2:29]([O:31][C:32](=[O:49])[CH2:33][C:34]1[CH:39]=[CH:38][C:37]([C:23]2[CH:24]=[CH:25][C:20]([C:19]3[O:18][N:17]=[C:16]([CH3:27])[C:15]=3[NH:14][C:13]([O:12][CH:10]([C:3]3[CH:4]=[CH:5][C:6]([O:8][CH3:9])=[CH:7][C:2]=3[F:1])[CH3:11])=[O:28])=[CH:21][CH:22]=2)=[CH:36][CH:35]=1)[CH3:30].